Task: Predict the reaction yield, written as a fraction of the theoretical maximum amount of product (1.0 means a 100% yield; for example, 0.34 means a 34% yield).. Dataset: Reaction yield outcomes from USPTO patents with 853,638 reactions (1) The reactants are [BH4-].[Na+].[CH3:3][N:4]([CH3:23])[S:5](=[O:22])(=[O:21])[O:6][C:7]1[CH:12]=[C:11]([O:13][CH3:14])[C:10]([O:15][CH3:16])=[CH:9][C:8]=1[CH:17]=[CH:18][C:19]#[N:20].CO.Cl. The catalyst is C1COCC1.O. The product is [CH3:23][N:4]([CH3:3])[S:5](=[O:21])(=[O:22])[O:6][C:7]1[CH:12]=[C:11]([O:13][CH3:14])[C:10]([O:15][CH3:16])=[CH:9][C:8]=1[CH2:17][CH2:18][C:19]#[N:20]. The yield is 0.940. (2) The reactants are [H-].[Na+].[CH2:3](P(=O)(O)O)[C:4]1[CH:9]=[CH:8][CH:7]=[CH:6][CH:5]=1.[CH3:14][O:15][C:16]1[CH:17]=[C:18]2[C:23](=[CH:24][C:25]=1[O:26][CH3:27])[N:22]=[CH:21][CH:20]=[C:19]2[O:28][C:29]1[CH:36]=[CH:35][C:34]([O:37][CH3:38])=[CH:33][C:30]=1[CH:31]=O.O. The catalyst is O1CCCC1. The product is [CH3:14][O:15][C:16]1[CH:17]=[C:18]2[C:23](=[CH:24][C:25]=1[O:26][CH3:27])[N:22]=[CH:21][CH:20]=[C:19]2[O:28][C:29]1[CH:36]=[CH:35][C:34]([O:37][CH3:38])=[CH:33][C:30]=1/[CH:31]=[CH:3]/[C:4]1[CH:9]=[CH:8][CH:7]=[CH:6][CH:5]=1. The yield is 0.800. (3) The reactants are [NH2:1][C:2]1[C:3]2[CH:10]=[CH:9][N:8]([C@H:11]3[CH2:15][C@H:14]([OH:16])[C@H:13]([CH2:17][OH:18])[CH2:12]3)[C:4]=2[N:5]=[CH:6][N:7]=1.N1C=CN=C1.[Si:24](Cl)([C:27]([CH3:30])([CH3:29])[CH3:28])([CH3:26])[CH3:25]. The catalyst is CN(C=O)C. The product is [NH2:1][C:2]1[C:3]2[CH:10]=[CH:9][N:8]([C@H:11]3[CH2:15][C@H:14]([OH:16])[C@H:13]([CH2:17][O:18][Si:24]([C:27]([CH3:30])([CH3:29])[CH3:28])([CH3:26])[CH3:25])[CH2:12]3)[C:4]=2[N:5]=[CH:6][N:7]=1. The yield is 0.810. (4) The reactants are [Br:1][C:2]1[CH:7]=[CH:6][C:5]([C:8]2[N:9]=[C:10]([NH2:13])[S:11][CH:12]=2)=[CH:4][CH:3]=1.[CH3:14][O:15][C:16](=[O:23])[C:17]([C:19]([F:22])([F:21])[F:20])=O.C([BH3-])#N.[Na+]. The catalyst is C(Cl)Cl.CO.[Ti](Cl)(Cl)(Cl)Cl. The product is [Br:1][C:2]1[CH:3]=[CH:4][C:5]([C:8]2[N:9]=[C:10]([NH:13][C@H:17]([C:16]([O:15][CH3:14])=[O:23])[C:19]([F:22])([F:21])[F:20])[S:11][CH:12]=2)=[CH:6][CH:7]=1. The yield is 0.440. (5) The reactants are Cl[C:2]1[CH:7]=[C:6]([I:8])[CH:5]=[C:4]([Cl:9])[N:3]=1.[F:10][C:11]([F:20])([F:19])[C:12]1[N:17]=[CH:16][C:15]([OH:18])=[CH:14][CH:13]=1.C([O-])([O-])=O.[K+].[K+]. The catalyst is CN(C=O)C. The product is [Cl:9][C:4]1[CH:5]=[C:6]([I:8])[CH:7]=[C:2]([O:18][C:15]2[CH:16]=[N:17][C:12]([C:11]([F:20])([F:10])[F:19])=[CH:13][CH:14]=2)[N:3]=1. The yield is 0.230. (6) The reactants are Cl[C:2]1[N:10]=[C:9]([Cl:11])[CH:8]=[CH:7][C:3]=1[C:4]([NH2:6])=O.[CH3:12][O-:13].[Na+].Cl. The catalyst is CO. The product is [Cl:11][C:9]1[CH:8]=[C:7]([O:13][CH3:12])[C:3]([C:4]#[N:6])=[CH:2][N:10]=1. The yield is 0.770. (7) The reactants are C(OC([NH:11][CH2:12][C:13]([NH:15][C@@H:16]([C:20]([O:22][C:23]([CH3:26])([CH3:25])[CH3:24])=[O:21])[CH:17]([CH3:19])[CH3:18])=[O:14])=O)C1C=CC=CC=1.CC#N.[ClH:30].N1C=CC=CC=1. The catalyst is CCO.[Pd]. The product is [ClH:30].[NH2:11][CH2:12][C:13]([NH:15][C@@H:16]([C:20]([O:22][C:23]([CH3:25])([CH3:24])[CH3:26])=[O:21])[CH:17]([CH3:19])[CH3:18])=[O:14]. The yield is 0.810.